From a dataset of TCR-epitope binding with 47,182 pairs between 192 epitopes and 23,139 TCRs. Binary Classification. Given a T-cell receptor sequence (or CDR3 region) and an epitope sequence, predict whether binding occurs between them. (1) The epitope is KLWAQCVQL. The TCR CDR3 sequence is CASSLASYEQYF. Result: 0 (the TCR does not bind to the epitope). (2) The epitope is SFHSLHLLF. The TCR CDR3 sequence is CASSQVQGASNQPQHF. Result: 1 (the TCR binds to the epitope). (3) The epitope is TPQDLNTML. The TCR CDR3 sequence is CASSQGPTEAFF. Result: 1 (the TCR binds to the epitope). (4) The epitope is SQASSRSSSR. The TCR CDR3 sequence is CASSTGTEAFF. Result: 1 (the TCR binds to the epitope). (5) The epitope is SEISMDNSPNL. The TCR CDR3 sequence is CASSSGQEAFF. Result: 0 (the TCR does not bind to the epitope). (6) The epitope is KMQRMLLEK. The TCR CDR3 sequence is CASSPMPDNLGGYTF. Result: 1 (the TCR binds to the epitope). (7) The epitope is FVDGVPFVV. The TCR CDR3 sequence is CASSYGAQQYF. Result: 1 (the TCR binds to the epitope). (8) The epitope is DATYQRTRALVR. The TCR CDR3 sequence is CASSEEGVELLYSYEQYF. Result: 0 (the TCR does not bind to the epitope). (9) Result: 0 (the TCR does not bind to the epitope). The TCR CDR3 sequence is CASRPGQASTDTQYF. The epitope is VTEHDTLLY.